Dataset: Catalyst prediction with 721,799 reactions and 888 catalyst types from USPTO. Task: Predict which catalyst facilitates the given reaction. (1) Reactant: [Si](O[CH2:9][CH2:10][C:11]1[CH:16]=[CH:15][CH:14]=[CH:13][C:12]=1[CH:17]([C:19]1[CH:23]=[C:22]([CH:24]2OCC[O:25]2)[S:21][C:20]=1[CH3:29])[OH:18])(C(C)(C)C)(C)C.C(O)(C(F)(F)F)=O. Product: [CH:17]1([C:19]2[CH:23]=[C:22]([CH:24]=[O:25])[S:21][C:20]=2[CH3:29])[C:12]2[C:11](=[CH:16][CH:15]=[CH:14][CH:13]=2)[CH2:10][CH2:9][O:18]1. The catalyst class is: 250. (2) Reactant: [NH2:1][C:2]1[CH:7]=[CH:6][C:5]([N:8]2[C:16](=[O:17])[C:15]3[C:10](=[CH:11][CH:12]=[CH:13][CH:14]=3)[C:9]2=[O:18])=[CH:4][CH:3]=1.Cl.[N:20]1[CH:25]=[CH:24][CH:23]=[CH:22][C:21]=1[C:26](Cl)=[O:27].C(N(CC)CC)C.C(=O)(O)[O-].[Na+]. Product: [O:18]=[C:9]1[C:10]2[C:15](=[CH:14][CH:13]=[CH:12][CH:11]=2)[C:16](=[O:17])[N:8]1[C:5]1[CH:4]=[CH:3][C:2]([NH:1][C:26]([C:21]2[CH:22]=[CH:23][CH:24]=[CH:25][N:20]=2)=[O:27])=[CH:7][CH:6]=1. The catalyst class is: 1. (3) Reactant: Br[C:2]1[C:3]([N+:8]([O-:10])=[O:9])=[N:4][CH:5]=[CH:6][CH:7]=1.[O:11]=[C:12]1[C:21]2[C:16](=[CH:17][C:18](B(O)O)=[CH:19][CH:20]=2)[CH2:15][CH2:14][NH:13]1.C([O-])([O-])=O.[Cs+].[Cs+]. Product: [N+:8]([C:3]1[C:2]([C:18]2[CH:17]=[C:16]3[C:21](=[CH:20][CH:19]=2)[C:12](=[O:11])[NH:13][CH2:14][CH2:15]3)=[CH:7][CH:6]=[CH:5][N:4]=1)([O-:10])=[O:9]. The catalyst class is: 3. (4) Product: [F:7][C:8]1[CH:14]=[CH:13][C:12]([S:15][C:22]([CH3:24])([C:16]2[CH:21]=[CH:20][CH:19]=[CH:18][CH:17]=2)[CH3:23])=[CH:11][C:9]=1[NH2:10]. Reactant: O.S(=O)(=O)(O)O.[F:7][C:8]1[CH:14]=[CH:13][C:12]([SH:15])=[CH:11][C:9]=1[NH2:10].[C:16]1([C:22](O)([CH3:24])[CH3:23])[CH:21]=[CH:20][CH:19]=[CH:18][CH:17]=1. The catalyst class is: 7.